From a dataset of Forward reaction prediction with 1.9M reactions from USPTO patents (1976-2016). Predict the product of the given reaction. (1) Given the reactants [Cl:1][C:2]1[C:3]([O:26][CH3:27])=[C:4]([C:17]([CH3:25])=[C:18]([F:24])[C:19](OCC)=[O:20])[CH:5]=[C:6]2[C:11]=1[O:10][C:9]([CH3:13])([CH3:12])[CH:8]=[C:7]2[CH:14]([CH3:16])[CH3:15].ClC1C(OC)=C(/C(/C)=C(/F)\C(OCC)=O)C=C2C=1OC(C)(C)C=C2C(C)C.[H-].C([Al+]CC(C)C)C(C)C, predict the reaction product. The product is: [Cl:1][C:2]1[C:3]([O:26][CH3:27])=[C:4](/[C:17](/[CH3:25])=[C:18](/[F:24])\[CH2:19][OH:20])[CH:5]=[C:6]2[C:11]=1[O:10][C:9]([CH3:12])([CH3:13])[CH:8]=[C:7]2[CH:14]([CH3:16])[CH3:15]. (2) Given the reactants [CH3:1][O:2][C:3]1[CH:22]=[CH:21][C:6]([CH2:7][C@@H:8]2[C:12]3=[N:13][C:14]4[CH:19]=[CH:18][CH:17]=[CH:16][C:15]=4[N:11]3[C:10](=[O:20])[NH:9]2)=[CH:5][CH:4]=1.[NH2:23][C@H:24]([CH3:33])[C@H:25]([C:27]1[CH:32]=[CH:31][CH:30]=[CH:29][CH:28]=1)[OH:26].C(O)(C(F)(F)F)=O, predict the reaction product. The product is: [NH:11]1[C:15]2[CH:16]=[CH:17][CH:18]=[CH:19][C:14]=2[N:13]=[C:12]1[C@H:8]([NH:9][C:10]([NH:23][C@H:24]([CH3:33])[C@@H:25]([OH:26])[C:27]1[CH:28]=[CH:29][CH:30]=[CH:31][CH:32]=1)=[O:20])[CH2:7][C:6]1[CH:5]=[CH:4][C:3]([O:2][CH3:1])=[CH:22][CH:21]=1. (3) Given the reactants [Cl:1][C:2]1[C:10]([CH2:11][O:12][CH2:13][C:14]([F:17])([F:16])[F:15])=[C:9]([S:18]([CH3:21])(=[O:20])=[O:19])[CH:8]=[CH:7][C:3]=1[C:4]([OH:6])=O.[CH2:22]([C:29]1[O:33][C:32]([NH2:34])=[N:31][N:30]=1)[C:23]1[CH:28]=[CH:27][CH:26]=[CH:25][CH:24]=1.C(P1(=O)OP(=O)(CCC)OP(=O)(CCC)O1)CC.C(N(CC)CC)C, predict the reaction product. The product is: [CH2:22]([C:29]1[O:33][C:32]([NH:34][C:4](=[O:6])[C:3]2[CH:7]=[CH:8][C:9]([S:18]([CH3:21])(=[O:20])=[O:19])=[C:10]([CH2:11][O:12][CH2:13][C:14]([F:17])([F:16])[F:15])[C:2]=2[Cl:1])=[N:31][N:30]=1)[C:23]1[CH:24]=[CH:25][CH:26]=[CH:27][CH:28]=1.